From a dataset of Reaction yield outcomes from USPTO patents with 853,638 reactions. Predict the reaction yield, written as a fraction of the theoretical maximum amount of product (1.0 means a 100% yield; for example, 0.34 means a 34% yield). The catalyst is C1(C)C=CC=CC=1.C1COCC1.C1C=CC([P]([Pd]([P](C2C=CC=CC=2)(C2C=CC=CC=2)C2C=CC=CC=2)([P](C2C=CC=CC=2)(C2C=CC=CC=2)C2C=CC=CC=2)[P](C2C=CC=CC=2)(C2C=CC=CC=2)C2C=CC=CC=2)(C2C=CC=CC=2)C2C=CC=CC=2)=CC=1. The yield is 0.980. The product is [O:1]1[CH:5]=[CH:4][CH:3]=[C:2]1[CH:6]([NH:8][C:9]([C:10]1[CH:11]=[C:12]([C:25]2[CH:26]=[CH:27][C:28]([CH3:30])=[CH:29][C:24]=2[F:23])[CH:13]=[C:14]([N:16]2[CH:20]=[N:19][N:18]=[N:17]2)[CH:15]=1)=[O:22])[CH3:7]. The reactants are [O:1]1[CH:5]=[CH:4][CH:3]=[C:2]1[CH:6]([NH:8][C:9](=[O:22])[C:10]1[CH:15]=[C:14]([N:16]2[CH:20]=[N:19][N:18]=[N:17]2)[CH:13]=[C:12](I)[CH:11]=1)[CH3:7].[F:23][C:24]1[CH:29]=[C:28]([CH3:30])[CH:27]=[CH:26][C:25]=1B(O)O.C([O-])([O-])=O.[Cs+].[Cs+].